Dataset: Full USPTO retrosynthesis dataset with 1.9M reactions from patents (1976-2016). Task: Predict the reactants needed to synthesize the given product. (1) The reactants are: [OH:1][N:2]1[C:6](=[O:7])[C:5]2=[CH:8][CH:9]=[CH:10][CH:11]=[C:4]2[C:3]1=[O:12].C(=O)([O-])[O-].[K+].[K+].Cl[C@H:20]([CH3:28])[C:21]([O:23][C:24]([CH3:27])([CH3:26])[CH3:25])=[O:22].[Li+].[Cl-]. Given the product [O:7]=[C:6]1[C:5]2[C:4](=[CH:11][CH:10]=[CH:9][CH:8]=2)[C:3](=[O:12])[N:2]1[O:1][C@@H:20]([CH3:28])[C:21]([O:23][C:24]([CH3:27])([CH3:26])[CH3:25])=[O:22], predict the reactants needed to synthesize it. (2) Given the product [CH3:1][C:2]1([C:15]([OH:17])=[O:16])[CH2:7][O:6][CH2:5][CH2:4][NH:3]1, predict the reactants needed to synthesize it. The reactants are: [CH3:1][C:2]1([C:15]([OH:17])=[O:16])[CH2:7][O:6][CH2:5][CH2:4][N:3]1C(OC(C)(C)C)=O.FC(F)(F)C(O)=O.